This data is from Forward reaction prediction with 1.9M reactions from USPTO patents (1976-2016). The task is: Predict the product of the given reaction. (1) The product is: [N+:5]1([O-:10])[CH:6]=[CH:7][C:2]([C:1]([NH2:9])=[O:8])=[CH:3][CH:4]=1. Given the reactants [C:1]([NH2:9])(=[O:8])[C:2]1[CH:7]=[CH:6][N:5]=[CH:4][CH:3]=1.[OH:10]O, predict the reaction product. (2) The product is: [ClH:36].[O:29]([CH2:28][CH2:27][CH:24]1[CH2:25][CH2:26][N:21]([C:19]2[CH:18]=[N:17][CH:16]=[C:15]([O:14][CH2:13][C@@H:9]3[CH2:10][CH2:11][CH2:12][NH:8]3)[CH:20]=2)[CH2:22][CH2:23]1)[C:30]1[CH:31]=[CH:32][CH:33]=[CH:34][CH:35]=1. Given the reactants C(OC([N:8]1[CH2:12][CH2:11][CH2:10][C@H:9]1[CH2:13][O:14][C:15]1[CH:16]=[N:17][CH:18]=[C:19]([N:21]2[CH2:26][CH2:25][CH:24]([CH2:27][CH2:28][O:29][C:30]3[CH:35]=[CH:34][CH:33]=[CH:32][CH:31]=3)[CH2:23][CH2:22]2)[CH:20]=1)=O)(C)(C)C.[ClH:36].CCOCC, predict the reaction product. (3) Given the reactants [CH3:1][CH2:2][CH2:3][CH2:4][CH2:5][NH:6][C:7]([NH:9]/[N:10]=[CH:11]/[C:12]1[C:16]2[CH:17]=[C:18]([O:21][CH3:22])[CH:19]=[CH:20][C:15]=2[NH:14][CH:13]=1)=[NH:8].[C:23]([OH:30])(=[O:29])/[CH:24]=[CH:25]\[C:26]([OH:28])=[O:27].C(Cl)Cl, predict the reaction product. The product is: [CH3:1][CH2:2][CH2:3][CH2:4][CH2:5][NH:6][C:7]([NH:9]/[N:10]=[CH:11]/[C:12]1[C:16]2[CH:17]=[C:18]([O:21][CH3:22])[CH:19]=[CH:20][C:15]=2[NH:14][CH:13]=1)=[NH:8].[CH:24](/[C:23]([OH:30])=[O:29])=[CH:25]/[C:26]([OH:28])=[O:27]. (4) Given the reactants Cl[C:2]([O:4][CH2:5][CH3:6])=[O:3].[NH2:7][C:8]1[N:13]=[CH:12][C:11]([O:14][C:15]2[C:16]([CH:30]3[CH2:34][CH2:33][CH2:32][N:31]3[C:35](=[O:37])[CH3:36])=[CH:17][C:18]3[NH:22][C:21]([C:23]4[CH:28]=[CH:27][CH:26]=[CH:25][N:24]=4)=[N:20][C:19]=3[CH:29]=2)=[CH:10][CH:9]=1, predict the reaction product. The product is: [CH2:5]([O:4][C:2](=[O:3])[NH:7][C:8]1[CH:9]=[CH:10][C:11]([O:14][C:15]2[C:16]([CH:30]3[CH2:34][CH2:33][CH2:32][N:31]3[C:35](=[O:37])[CH3:36])=[CH:17][C:18]3[NH:22][C:21]([C:23]4[CH:28]=[CH:27][CH:26]=[CH:25][N:24]=4)=[N:20][C:19]=3[CH:29]=2)=[CH:12][N:13]=1)[CH3:6]. (5) Given the reactants [CH2:1]([N:8]1[C:16]2[C:11](=[CH:12][CH:13]=[C:14]([C:17]([O:19][CH2:20][C:21]3[CH:26]=[CH:25][CH:24]=[CH:23][CH:22]=3)=[O:18])[CH:15]=2)[CH:10]=[CH:9]1)[C:2]1[CH:7]=[CH:6][CH:5]=[CH:4][CH:3]=1.C([BH3-])#N.[Na+], predict the reaction product. The product is: [CH2:1]([N:8]1[C:16]2[C:11](=[CH:12][CH:13]=[C:14]([C:17]([O:19][CH2:20][C:21]3[CH:26]=[CH:25][CH:24]=[CH:23][CH:22]=3)=[O:18])[CH:15]=2)[CH2:10][CH2:9]1)[C:2]1[CH:3]=[CH:4][CH:5]=[CH:6][CH:7]=1.